From a dataset of Catalyst prediction with 721,799 reactions and 888 catalyst types from USPTO. Predict which catalyst facilitates the given reaction. (1) Reactant: [NH2:1][C@H:2]1[CH2:6][CH2:5][N:4]([C@H:7]([C:12]2[CH:13]=[CH:14][C:15]3[N:16]([C:18]([C:21]4[CH:30]=[CH:29][C:28]5[C:23](=[CH:24][C:25]([O:32][CH2:33][CH2:34][OH:35])=[C:26]([F:31])[CH:27]=5)[N:22]=4)=[N:19][N:20]=3)[CH:17]=2)[C:8]([F:11])([F:10])[F:9])[CH2:3]1.[C:36](=O)([O:46]C1C=CC([N+]([O-])=O)=CC=1)[O:37][CH2:38][C:39]1[O:40][C:41](=[O:45])[O:42][C:43]=1[CH3:44]. Product: [F:10][C:8]([F:9])([F:11])[C@H:7]([N:4]1[CH2:5][CH2:6][C@H:2]([NH:1][C:36](=[O:46])[O:37][CH2:38][C:39]2[O:40][C:41](=[O:45])[O:42][C:43]=2[CH3:44])[CH2:3]1)[C:12]1[CH:13]=[CH:14][C:15]2[N:16]([C:18]([C:21]3[CH:30]=[CH:29][C:28]4[C:23](=[CH:24][C:25]([O:32][CH2:33][CH2:34][OH:35])=[C:26]([F:31])[CH:27]=4)[N:22]=3)=[N:19][N:20]=2)[CH:17]=1. The catalyst class is: 3. (2) Reactant: Br[CH2:2][C:3]1[CH:8]=[CH:7][C:6]([C:9]2[CH:13]=[C:12]([C:14]([NH2:16])=[O:15])[O:11][N:10]=2)=[CH:5][CH:4]=1.[F:17][C:18]1[CH:19]=[CH:20][C:21]([CH3:25])=[C:22]([OH:24])[CH:23]=1.C([O-])([O-])=O.[K+].[K+]. Product: [F:17][C:18]1[CH:19]=[CH:20][C:21]([CH3:25])=[C:22]([CH:23]=1)[O:24][CH2:2][C:3]1[CH:8]=[CH:7][C:6]([C:9]2[CH:13]=[C:12]([C:14]([NH2:16])=[O:15])[O:11][N:10]=2)=[CH:5][CH:4]=1. The catalyst class is: 23. (3) Reactant: [CH3:1][O:2][C:3]1[CH:8]=[CH:7][C:6]([C:9]2[N:10]=[C:11]([NH:14][CH2:15][CH2:16][C:17]3[CH:24]=[CH:23][C:20]([C:21]#[N:22])=[CH:19][CH:18]=3)[S:12][CH:13]=2)=[CH:5][CH:4]=1.[H-].[Na+].I[CH2:28][CH2:29][CH2:30][CH3:31].C(OCC)(=O)C. Product: [CH2:28]([N:14]([C:11]1[S:12][CH:13]=[C:9]([C:6]2[CH:5]=[CH:4][C:3]([O:2][CH3:1])=[CH:8][CH:7]=2)[N:10]=1)[CH2:15][CH2:16][C:17]1[CH:18]=[CH:19][C:20]([C:21]#[N:22])=[CH:23][CH:24]=1)[CH2:29][CH2:30][CH3:31]. The catalyst class is: 9. (4) Reactant: [CH:1]1([CH:4]2[CH2:13][C:12](=O)[C:11]3[C:6](=[CH:7][C:8]([O:15][CH3:16])=[CH:9][CH:10]=3)[O:5]2)[CH2:3][CH2:2]1.C([O-])(=O)C.[Na+].Cl.[NH2:23][OH:24]. Product: [CH:1]1([CH:4]2[CH2:13][C:12](=[N:23][OH:24])[C:11]3[C:6](=[CH:7][C:8]([O:15][CH3:16])=[CH:9][CH:10]=3)[O:5]2)[CH2:3][CH2:2]1. The catalyst class is: 5. (5) Reactant: [Cl:1][C:2]1[N:7]=[C:6](Cl)[CH:5]=[C:4]([C:9]([O:11][CH3:12])=[O:10])[N:3]=1.CC(N)[CH2:15][C:16]1[CH:21]=CC=CC=1.OP(O)(O)=O.[Br-].C1([Zn+])CC1.[OH-].[Na+]. Product: [Cl:1][C:2]1[N:3]=[C:4]([C:9]([O:11][CH3:12])=[O:10])[CH:5]=[C:6]([CH:21]2[CH2:16][CH2:15]2)[N:7]=1. The catalyst class is: 25. (6) Reactant: [CH3:1][C:2]1([CH3:11])[CH2:7][CH2:6][C:5]([CH3:9])([CH3:8])[CH2:4][C:3]1=[O:10].[CH:12]([N-]C(C)C)([CH3:14])[CH3:13].[Li+].CN(C)P(N(C)C)(N(C)C)=O.BrCC=C. Product: [CH2:14]([CH:4]1[C:3](=[O:10])[C:2]([CH3:11])([CH3:1])[CH2:7][CH2:6][C:5]1([CH3:9])[CH3:8])[CH:12]=[CH2:13]. The catalyst class is: 54. (7) Reactant: [C:1]([NH:5][C:6]([C:8]1[C:9](Cl)=[N:10][C:11]([Cl:14])=[N:12][CH:13]=1)=[O:7])([CH3:4])([CH3:3])[CH3:2].[NH2:16][CH2:17][CH2:18][CH2:19][NH:20][S:21]([C:24]1[CH:29]=[CH:28][CH:27]=[C:26]([N+:30]([O-:32])=[O:31])[CH:25]=1)(=[O:23])=[O:22].C(N(CC)CC)C. Product: [C:1]([NH:5][C:6]([C:8]1[C:9]([NH:16][CH2:17][CH2:18][CH2:19][NH:20][S:21]([C:24]2[CH:29]=[CH:28][CH:27]=[C:26]([N+:30]([O-:32])=[O:31])[CH:25]=2)(=[O:22])=[O:23])=[N:10][C:11]([Cl:14])=[N:12][CH:13]=1)=[O:7])([CH3:4])([CH3:3])[CH3:2]. The catalyst class is: 1. (8) Product: [Cl:8][C:9]1[N:14]=[C:13]([NH:7][C:4]2[CH:3]=[C:2]([CH3:1])[NH:6][N:5]=2)[C:12]([Cl:16])=[CH:11][N:10]=1. The catalyst class is: 14. Reactant: [CH3:1][C:2]1[NH:6][N:5]=[C:4]([NH2:7])[CH:3]=1.[Cl:8][C:9]1[N:14]=[C:13](Cl)[C:12]([Cl:16])=[CH:11][N:10]=1.C([O-])([O-])=O.[Na+].[Na+]. (9) Reactant: [CH3:1][O:2][C:3]1[CH:20]=[CH:19][C:6]2[S:7][C:8]([C:10]3[CH2:16][CH:15]4[N:17](C)[CH:12]([CH2:13][CH2:14]4)[CH:11]=3)=[CH:9][C:5]=2[CH:4]=1.[Cl:21]C(OC(Cl)=O)C.CO. Product: [ClH:21].[CH3:1][O:2][C:3]1[CH:20]=[CH:19][C:6]2[S:7][C:8]([C:10]3[CH2:16][CH:15]4[NH:17][CH:12]([CH2:13][CH2:14]4)[CH:11]=3)=[CH:9][C:5]=2[CH:4]=1. The catalyst class is: 11.